From a dataset of Reaction yield outcomes from USPTO patents with 853,638 reactions. Predict the reaction yield, written as a fraction of the theoretical maximum amount of product (1.0 means a 100% yield; for example, 0.34 means a 34% yield). (1) The reactants are [NH2:1][C:2]1[N:3]=[C:4](SC)[C:5]2[N:11]=[C:10]([C:12]3[CH:17]=[CH:16][C:15]([F:18])=[CH:14][CH:13]=3)[CH:9]=[CH:8][C:6]=2[N:7]=1.[Na].[CH2:22]([OH:24])[CH3:23]. No catalyst specified. The product is [NH2:1][C:2]1[N:3]=[C:4]([O:24][CH2:22][CH3:23])[C:5]2[N:11]=[C:10]([C:12]3[CH:17]=[CH:16][C:15]([F:18])=[CH:14][CH:13]=3)[CH:9]=[CH:8][C:6]=2[N:7]=1. The yield is 0.720. (2) The product is [NH2:30][N:1]1[C:9]2[C:4](=[N:5][CH:6]=[C:7]([C:10]3[CH:11]=[N:12][N:13]([CH:15]4[CH2:16][CH2:17][N:18]([C:21]([O:23][C:24]([CH3:27])([CH3:26])[CH3:25])=[O:22])[CH2:19][CH2:20]4)[CH:14]=3)[CH:8]=2)[CH:3]=[CH:2]1. The catalyst is CN(C=O)C.CCOCC. The reactants are [NH:1]1[C:9]2[C:4](=[N:5][CH:6]=[C:7]([C:10]3[CH:11]=[N:12][N:13]([CH:15]4[CH2:20][CH2:19][N:18]([C:21]([O:23][C:24]([CH3:27])([CH3:26])[CH3:25])=[O:22])[CH2:17][CH2:16]4)[CH:14]=3)[CH:8]=2)[CH:3]=[CH:2]1.[H-].[Na+].[NH2:30]Cl.S([O-])([O-])(=O)=S.[Cl-].[NH4+]. The yield is 0.450. (3) The reactants are [OH:1][CH2:2][C:3]1[CH:4]=[CH:5][C:6]([CH3:13])=[C:7]([CH:12]=1)[C:8]([O:10][CH3:11])=[O:9].CC(OI1(OC(C)=O)(OC(C)=O)OC(=O)C2C=CC=CC1=2)=O. The catalyst is C(Cl)Cl.O. The product is [CH:2]([C:3]1[CH:4]=[CH:5][C:6]([CH3:13])=[C:7]([CH:12]=1)[C:8]([O:10][CH3:11])=[O:9])=[O:1]. The yield is 0.768. (4) The reactants are [F:1][C:2]1[CH:7]=[C:6]([F:8])[CH:5]=[CH:4][C:3]=1[N:9]1[C:13]([C:14]2[S:23][C:22]3[C:21]4[CH:24]=[C:25]([C:28](O)=[O:29])[CH:26]=[CH:27][C:20]=4[O:19][CH2:18][CH2:17][C:16]=3[CH:15]=2)=[N:12][CH:11]=[N:10]1.CN(C(ON1N=NC2C=CC=NC1=2)=[N+](C)C)C.F[P-](F)(F)(F)(F)F.CCN(C(C)C)C(C)C.[CH3:64][N:65]([CH3:71])[C@H:66]1[CH2:70][CH2:69][NH:68][CH2:67]1. The catalyst is CN(C=O)C.CCOC(C)=O. The product is [F:1][C:2]1[CH:7]=[C:6]([F:8])[CH:5]=[CH:4][C:3]=1[N:9]1[C:13]([C:14]2[S:23][C:22]3[C:21]4[CH:24]=[C:25]([C:28]([N:68]5[CH2:69][CH2:70][C@H:66]([N:65]([CH3:71])[CH3:64])[CH2:67]5)=[O:29])[CH:26]=[CH:27][C:20]=4[O:19][CH2:18][CH2:17][C:16]=3[CH:15]=2)=[N:12][CH:11]=[N:10]1. The yield is 0.580.